Dataset: Full USPTO retrosynthesis dataset with 1.9M reactions from patents (1976-2016). Task: Predict the reactants needed to synthesize the given product. (1) The reactants are: [F:1][C:2]1[CH:10]=[C:9]([C:11]([F:14])([F:13])[F:12])[CH:8]=[CH:7][C:3]=1[C:4]([OH:6])=O.[CH3:15][O:16][C:17]1[CH:22]=[C:21]([NH2:23])[CH:20]=[CH:19][N:18]=1.C(P1(=O)OP(CCC)(=O)OP(CCC)(=O)O1)CC.C1CCCCC1. Given the product [F:1][C:2]1[CH:10]=[C:9]([C:11]([F:14])([F:13])[F:12])[CH:8]=[CH:7][C:3]=1[C:4]([NH:23][C:21]1[CH:20]=[CH:19][N:18]=[C:17]([O:16][CH3:15])[CH:22]=1)=[O:6], predict the reactants needed to synthesize it. (2) Given the product [ClH:30].[CH2:1]([O:3][C:4](=[O:25])[CH:5]([N:13]([S:15]([C:18]1[CH:19]=[CH:20][C:21]([NH:24][NH2:26])=[CH:22][CH:23]=1)(=[O:16])=[O:17])[CH3:14])[CH2:6][C:7]1[CH:8]=[CH:9][CH:10]=[CH:11][CH:12]=1)[CH3:2], predict the reactants needed to synthesize it. The reactants are: [CH2:1]([O:3][C:4](=[O:25])[CH:5]([N:13]([S:15]([C:18]1[CH:23]=[CH:22][C:21]([NH2:24])=[CH:20][CH:19]=1)(=[O:17])=[O:16])[CH3:14])[CH2:6][C:7]1[CH:12]=[CH:11][CH:10]=[CH:9][CH:8]=1)[CH3:2].[N:26]([O-])=O.[Na+].[Cl:30][Sn]Cl. (3) Given the product [F:1][C:2]1[CH:3]=[C:4]([C:8]2[CH:16]=[CH:15][CH:14]=[C:13]3[C:9]=2/[C:10](=[CH:18]/[C:19]2[NH:20][C:21]([CH3:27])=[CH:22][C:23]=2[C:24]([N:46]2[CH2:44][CH2:35][CH:34]([CH2:33][N:28]4[CH2:29][CH2:30][CH2:31][CH2:32]4)[CH2:39][CH2:38]2)=[O:25])/[C:11](=[O:17])[NH:12]3)[CH:5]=[CH:6][CH:7]=1, predict the reactants needed to synthesize it. The reactants are: [F:1][C:2]1[CH:3]=[C:4]([C:8]2[CH:16]=[CH:15][CH:14]=[C:13]3[C:9]=2/[C:10](=[CH:18]/[C:19]2[NH:20][C:21]([CH3:27])=[CH:22][C:23]=2[C:24](O)=[O:25])/[C:11](=[O:17])[NH:12]3)[CH:5]=[CH:6][CH:7]=1.[N:28]1([CH2:33][C@@H:34]2[CH2:39][CH2:38]CN[CH2:35]2)[CH2:32][CH2:31][CH2:30][CH2:29]1.C1C=CC2N(O)N=[N:46][C:44]=2C=1.C(Cl)CCl. (4) Given the product [CH2:1]([O:3][C:4](=[O:13])[CH2:5][N:6]([C:16](=[O:17])[CH2:15][Cl:14])[C:7]1[CH:12]=[CH:11][CH:10]=[CH:9][CH:8]=1)[CH3:2], predict the reactants needed to synthesize it. The reactants are: [CH2:1]([O:3][C:4](=[O:13])[CH2:5][NH:6][C:7]1[CH:12]=[CH:11][CH:10]=[CH:9][CH:8]=1)[CH3:2].[Cl:14][CH2:15][C:16](Cl)=[O:17]. (5) Given the product [C:1]([NH:38][C@H:39]([CH2:43][OH:44])[CH:40]([CH3:42])[CH3:41])(=[O:20])[CH2:2][CH2:3][CH2:4][CH2:5][CH2:6][CH2:7][CH2:8]/[CH:9]=[CH:10]\[CH2:11][CH2:12][CH2:13][CH2:14][CH2:15][CH2:16][CH2:17][CH3:18], predict the reactants needed to synthesize it. The reactants are: [C:1]([OH:20])(=O)[CH2:2][CH2:3][CH2:4][CH2:5][CH2:6][CH2:7][CH2:8]/[CH:9]=[CH:10]\[CH2:11][CH2:12][CH2:13][CH2:14][CH2:15][CH2:16][CH2:17][CH3:18].C1CCC(N=C=NC2CCCCC2)CC1.CO.[NH2:38][C@H:39]([CH2:43][OH:44])[CH:40]([CH3:42])[CH3:41]. (6) Given the product [CH3:1][C:2]1[C:10]2[C:5](=[CH:6][CH:7]=[CH:8][CH:9]=2)[N:4]([C:18](=[O:19])[CH3:17])[N:3]=1, predict the reactants needed to synthesize it. The reactants are: [CH3:1][C:2]1[C:10]2[C:5](=[CH:6][CH:7]=[CH:8][CH:9]=2)[NH:4][N:3]=1.N1C=CC=CC=1.[CH3:17][C:18](OC(C)=O)=[O:19]. (7) Given the product [CH3:12][CH:13]([CH3:30])[C:14]([O:16][CH2:17][CH2:18][O:19][C:20](=[O:29])[NH:21][CH2:22][CH2:23][C:24]([CH3:28])([CH3:27])[CH2:25][O:26][S:2]([CH2:5][CH2:6][CH2:7][NH:8][C:9](=[O:11])[CH3:10])(=[O:4])=[O:3])=[O:15], predict the reactants needed to synthesize it. The reactants are: Cl[S:2]([CH2:5][CH2:6][CH2:7][NH:8][C:9](=[O:11])[CH3:10])(=[O:4])=[O:3].[CH3:12][CH:13]([CH3:30])[C:14]([O:16][CH2:17][CH2:18][O:19][C:20](=[O:29])[NH:21][CH2:22][CH2:23][C:24]([CH3:28])([CH3:27])[CH2:25][OH:26])=[O:15].C(N(CC)CC)C. (8) The reactants are: [NH:1]1[CH2:5][CH2:4][C@H:3](/[CH:6]=[CH:7]/[C:8]2[CH:9]=[N:10][CH:11]=[N:12][CH:13]=2)[CH2:2]1.[C:14]([OH:21])(=[O:20])/[CH:15]=[CH:16]\[C:17]([OH:19])=[O:18]. Given the product [C:14]([OH:21])(=[O:20])/[CH:15]=[CH:16]\[C:17]([OH:19])=[O:18].[NH:1]1[CH2:5][CH2:4][C@H:3](/[CH:6]=[CH:7]/[C:8]2[CH:13]=[N:12][CH:11]=[N:10][CH:9]=2)[CH2:2]1, predict the reactants needed to synthesize it. (9) Given the product [ClH:44].[CH2:25]([O:24][C:22](=[O:23])[NH:21][CH2:20][CH2:19][CH2:18][CH2:17][C@H:16]([NH:15][C:14]([C@H:10]1[CH2:11][CH2:12][CH2:13][NH:8][CH2:9]1)=[O:43])[C:32]([C:34]1[S:35][C:36]2[CH:42]=[CH:41][CH:40]=[CH:39][C:37]=2[N:38]=1)=[O:33])[C:26]1[CH:27]=[CH:28][CH:29]=[CH:30][CH:31]=1, predict the reactants needed to synthesize it. The reactants are: C(OC([N:8]1[CH2:13][CH2:12][CH2:11][C@H:10]([C:14](=[O:43])[NH:15][C@H:16]([C:32]([C:34]2[S:35][C:36]3[CH:42]=[CH:41][CH:40]=[CH:39][C:37]=3[N:38]=2)=[O:33])[CH2:17][CH2:18][CH2:19][CH2:20][NH:21][C:22]([O:24][CH2:25][C:26]2[CH:31]=[CH:30][CH:29]=[CH:28][CH:27]=2)=[O:23])[CH2:9]1)=O)(C)(C)C.[ClH:44].CC(=O)OCC.